The task is: Predict the product of the given reaction.. This data is from Forward reaction prediction with 1.9M reactions from USPTO patents (1976-2016). Given the reactants I[C:2]1[C:3]([CH3:10])=[C:4]([CH:7]=[CH:8][CH:9]=1)[C:5]#[N:6].[Cl:11][CH2:12][C:13](N(OC)C)=[O:14].C([Li])CCC, predict the reaction product. The product is: [Cl:11][CH2:12][C:13]([C:2]1[C:3]([CH3:10])=[C:4]([CH:7]=[CH:8][CH:9]=1)[C:5]#[N:6])=[O:14].